From a dataset of Catalyst prediction with 721,799 reactions and 888 catalyst types from USPTO. Predict which catalyst facilitates the given reaction. (1) The catalyst class is: 16. Reactant: [CH3:1][N:2]([CH3:8])[C@H:3]1[CH2:7][CH2:6][NH:5][CH2:4]1.C(N(CC)CC)C.[C:16]([C:18]1[C:23]2[N:24]=[C:25]([NH:27][CH2:28][CH2:29][CH2:30][C:31]([O:33][CH2:34][CH3:35])=[O:32])[O:26][C:22]=2[C:21](F)=[C:20]([C:37]2[CH:42]=[CH:41][CH:40]=[CH:39][CH:38]=2)[C:19]=1[CH3:43])#[N:17]. Product: [C:16]([C:18]1[C:23]2[N:24]=[C:25]([NH:27][CH2:28][CH2:29][CH2:30][C:31]([O:33][CH2:34][CH3:35])=[O:32])[O:26][C:22]=2[C:21]([N:5]2[CH2:6][CH2:7][C@H:3]([N:2]([CH3:8])[CH3:1])[CH2:4]2)=[C:20]([C:37]2[CH:38]=[CH:39][CH:40]=[CH:41][CH:42]=2)[C:19]=1[CH3:43])#[N:17]. (2) Reactant: [F:1][C:2]1[C:3]([CH3:24])=[C:4]([C:8]2([C:20]([O:22]C)=[O:21])[CH2:12][CH2:11][CH:10]([C:13]3[CH:18]=[CH:17][CH:16]=[CH:15][C:14]=3[CH3:19])[CH2:9]2)[CH:5]=[CH:6][CH:7]=1.C1COCC1.[OH-].[Na+]. Product: [F:1][C:2]1[C:3]([CH3:24])=[C:4]([C:8]2([C:20]([OH:22])=[O:21])[CH2:12][CH2:11][CH:10]([C:13]3[CH:18]=[CH:17][CH:16]=[CH:15][C:14]=3[CH3:19])[CH2:9]2)[CH:5]=[CH:6][CH:7]=1. The catalyst class is: 5. (3) Reactant: Br[C:2]1[C:3](=[O:26])[N:4]([CH2:18][C:19]2[CH:24]=[CH:23][CH:22]=[C:21]([F:25])[CH:20]=2)[CH:5]=[CH:6][C:7]=1[O:8][CH2:9][C:10]1[CH:15]=[CH:14][C:13]([F:16])=[CH:12][C:11]=1[F:17].[C:27]([O-])([O-])=O.[K+].[K+].C([O-])([O-])=O.[Cs+].[Cs+].CB1OB(C)OB(C)O1. Product: [F:17][C:11]1[CH:12]=[C:13]([F:16])[CH:14]=[CH:15][C:10]=1[CH2:9][O:8][C:7]1[CH:6]=[CH:5][N:4]([CH2:18][C:19]2[CH:24]=[CH:23][CH:22]=[C:21]([F:25])[CH:20]=2)[C:3](=[O:26])[C:2]=1[CH3:27]. The catalyst class is: 77. (4) Reactant: C([O:3][C:4](=[O:36])[CH2:5][CH2:6][CH2:7][NH:8][C:9]([C:11]1[C:12]([OH:35])=[C:13]2[C:18](=[CH:19][N:20]=1)[N:17]([CH2:21][C:22]1[CH:27]=[CH:26][CH:25]=[CH:24][CH:23]=1)[C:16](=[O:28])[C:15]([C:29]1[CH:34]=[CH:33][CH:32]=[CH:31][CH:30]=1)=[CH:14]2)=[O:10])C.[OH-].[Na+].C1COCC1. Product: [CH2:21]([N:17]1[C:18]2[C:13](=[C:12]([OH:35])[C:11]([C:9]([NH:8][CH2:7][CH2:6][CH2:5][C:4]([OH:36])=[O:3])=[O:10])=[N:20][CH:19]=2)[CH:14]=[C:15]([C:29]2[CH:30]=[CH:31][CH:32]=[CH:33][CH:34]=2)[C:16]1=[O:28])[C:22]1[CH:27]=[CH:26][CH:25]=[CH:24][CH:23]=1. The catalyst class is: 5. (5) Reactant: [OH:1][C@@H:2]1[C@@H:7]([C:8]2[CH:13]=[CH:12][C:11]([OH:14])=[CH:10][CH:9]=2)[CH2:6][CH2:5][N:4]([C:15]([O:17][C:18]([CH3:21])([CH3:20])[CH3:19])=[O:16])[CH2:3]1.C(=O)([O-])[O-].[K+].[K+].[CH2:28](Br)[C:29]1[CH:34]=[CH:33][CH:32]=[CH:31][CH:30]=1. Product: [CH2:28]([O:14][C:11]1[CH:10]=[CH:9][C:8]([C@H:7]2[CH2:6][CH2:5][N:4]([C:15]([O:17][C:18]([CH3:21])([CH3:20])[CH3:19])=[O:16])[CH2:3][C@@H:2]2[OH:1])=[CH:13][CH:12]=1)[C:29]1[CH:34]=[CH:33][CH:32]=[CH:31][CH:30]=1. The catalyst class is: 3. (6) Product: [NH4+:6].[OH-:28].[CH3:38][N:39]([CH3:40])[C:35]([C:3]1[C:4]2[N:8]([C:9]3[CH:10]=[CH:11][CH:12]=[CH:13][CH:14]=3)[C:7]([CH:15]([NH:17][C:18]3[N:26]=[CH:25][N:24]=[C:23]4[C:19]=3[N:20]=[CH:21][NH:22]4)[CH3:16])=[N:6][C:5]=2[CH:33]=[CH:34][C:2]=1[F:1])=[O:37]. The catalyst class is: 34. Reactant: [F:1][C:2]1[CH:34]=[CH:33][C:5]2[N:6]=[C:7]([C@@H:15]([NH:17][C:18]3[N:26]=[CH:25][N:24]=[C:23]4[C:19]=3[N:20]=[CH:21][N:22]4C3CCCC[O:28]3)[CH3:16])[N:8]([C:9]3[CH:14]=[CH:13][CH:12]=[CH:11][CH:10]=3)[C:4]=2[C:3]=1[C:35]([OH:37])=O.[CH3:38][N:39](C(ON1N=NC2C=CC=NC1=2)=[N+](C)C)[CH3:40].F[P-](F)(F)(F)(F)F.CNC.CCN(C(C)C)C(C)C. (7) Reactant: [CH3:1][O:2][C:3]([C:5]1[N:6](C(OC(C)(C)C)=O)[CH:7]=[C:8](Br)[CH:9]=1)=[O:4].[C:18]1(B(O)O)[CH:23]=[CH:22][CH:21]=[CH:20][CH:19]=1.C[O-].[Na+]. Product: [CH3:1][O:2][C:3]([C:5]1[NH:6][CH:7]=[C:8]([C:18]2[CH:23]=[CH:22][CH:21]=[CH:20][CH:19]=2)[CH:9]=1)=[O:4]. The catalyst class is: 694. (8) Reactant: [F:1][C:2]1[CH:19]=[CH:18][C:5](/[CH:6]=[CH:7]/[C:8]2[CH:9]=[C:10]([CH:15]=[CH:16][N:17]=2)[C:11]([O:13][CH3:14])=[O:12])=[CH:4][CH:3]=1. Product: [F:1][C:2]1[CH:19]=[CH:18][C:5]([CH2:6][CH2:7][C:8]2[CH:9]=[C:10]([CH:15]=[CH:16][N:17]=2)[C:11]([O:13][CH3:14])=[O:12])=[CH:4][CH:3]=1. The catalyst class is: 19. (9) Reactant: [CH3:1][CH:2]1[CH2:11][N:10]2[CH:12]3[CH2:17][CH2:16][N:15]([C:18]([O:20][CH2:21][CH3:22])=[O:19])[CH2:14][CH:13]3[C:8]3[C:9]2=[C:4]([CH:5]=[CH:6][CH:7]=3)[N:3]1[C:23]([O:25][CH2:26][CH3:27])=[O:24].C1C(=O)N([Br:35])C(=O)C1. Product: [Br:35][C:6]1[CH:7]=[C:8]2[CH:13]3[CH2:14][N:15]([C:18]([O:20][CH2:21][CH3:22])=[O:19])[CH2:16][CH2:17][CH:12]3[N:10]3[CH2:11][CH:2]([CH3:1])[N:3]([C:23]([O:25][CH2:26][CH3:27])=[O:24])[C:4]([CH:5]=1)=[C:9]23. The catalyst class is: 18.